This data is from Full USPTO retrosynthesis dataset with 1.9M reactions from patents (1976-2016). The task is: Predict the reactants needed to synthesize the given product. (1) Given the product [CH2:1]([N:8]1[CH2:13][C:12]([OH:14])=[C:11]([C:15]([O:17][CH2:19][C:20]2[CH:25]=[CH:24][CH:23]=[CH:22][CH:21]=2)=[O:16])[CH2:10][C:9]1=[O:18])[C:2]1[CH:3]=[CH:4][CH:5]=[CH:6][CH:7]=1, predict the reactants needed to synthesize it. The reactants are: [CH2:1]([N:8]1[CH2:13][C:12]([OH:14])=[C:11]([C:15]([O-:17])=[O:16])[CH2:10][C:9]1=[O:18])[C:2]1[CH:7]=[CH:6][CH:5]=[CH:4][CH:3]=1.[CH2:19](O)[C:20]1[CH:25]=[CH:24][CH:23]=[CH:22][CH:21]=1. (2) Given the product [CH2:33]([N:34]([CH3:37])[CH2:1][C@H:2]([CH3:3])[O:4][C:65]1[CH:64]=[CH:63][CH:62]=[C:61]2[C:66]=1[C:57]([NH:56][C:55]1[CH:68]=[CH:69][C:70]([O:71][CH2:72][C:73]3[CH:78]=[CH:77][CH:76]=[CH:75][N:74]=3)=[C:53]([Cl:52])[CH:54]=1)=[N:58][CH:59]=[N:60]2)[CH:30]=[CH2:31], predict the reactants needed to synthesize it. The reactants are: [CH2:1]1[O:4][C@H:2]1[CH3:3].[O-]S(C(F)(F)F)(=O)=O.[Yb+3].[O-]S(C(F)(F)F)(=O)=O.[O-]S(C(F)(F)F)(=O)=O.[CH2:30]([CH2:33][NH2:34])[CH:31]=C.[H-].[Na+].[CH2:37]1OCCOCCOCCOCCOC1.[Cl:52][C:53]1[CH:54]=[C:55]([CH:68]=[CH:69][C:70]=1[O:71][CH2:72][C:73]1[CH:78]=[CH:77][CH:76]=[CH:75][N:74]=1)[NH:56][C:57]1[C:66]2[C:61](=[CH:62][CH:63]=[CH:64][C:65]=2F)[N:60]=[CH:59][N:58]=1.